This data is from Full USPTO retrosynthesis dataset with 1.9M reactions from patents (1976-2016). The task is: Predict the reactants needed to synthesize the given product. (1) The reactants are: [C:1]1([C:12]2[CH:17]=[CH:16][CH:15]=[CH:14][CH:13]=2)[CH:6]=[CH:5][CH:4]=[C:3]([CH2:7][C:8](Cl)=[N:9][OH:10])[CH:2]=1.O1CCCC1.[C:23]([C:25]1[C:26]([NH2:31])=[N:27][CH:28]=[CH:29][CH:30]=1)#[CH:24].C(N(CC)CC)C. Given the product [C:1]1([C:12]2[CH:17]=[CH:16][CH:15]=[CH:14][CH:13]=2)[CH:6]=[CH:5][CH:4]=[C:3]([CH2:7][C:8]2[CH:24]=[C:23]([C:25]3[C:26]([NH2:31])=[N:27][CH:28]=[CH:29][CH:30]=3)[O:10][N:9]=2)[CH:2]=1, predict the reactants needed to synthesize it. (2) Given the product [OH:13][C@@H:12]([C:3]1[CH:4]=[CH:5][C:6]2[C:7](=[O:11])[O:8][CH2:9][C:10]=2[C:2]=1[CH3:1])[CH2:14][N:29]1[CH2:30][CH2:31][C:24]2([C:23](=[O:32])[N:22]([C:17]3[CH2:18][O:19][C:20](=[O:21])[C:16]=3[CH3:15])[CH2:26][CH2:25]2)[CH2:27][CH2:28]1, predict the reactants needed to synthesize it. The reactants are: [CH3:1][C:2]1[C:10]2[CH2:9][O:8][C:7](=[O:11])[C:6]=2[CH:5]=[CH:4][C:3]=1[C@H:12]1[CH2:14][O:13]1.[CH3:15][C:16]1[C:20](=[O:21])[O:19][CH2:18][C:17]=1[N:22]1[CH2:26][CH2:25][C:24]2([CH2:31][CH2:30][NH:29][CH2:28][CH2:27]2)[C:23]1=[O:32].CCN(C(C)C)C(C)C. (3) Given the product [Cl:26][C:27]1[C:28]([Cl:34])=[CH:29][CH:30]=[CH:31][C:32]=1[O:18][C@H:13]([C@H:10]1[CH2:11][CH2:12][NH:8][CH2:9]1)[CH2:14][CH:15]([CH3:16])[CH3:17], predict the reactants needed to synthesize it. The reactants are: C(OC([N:8]1[CH2:12][CH2:11][C@H:10]([C@@H:13]([OH:18])[CH2:14][CH:15]([CH3:17])[CH3:16])[CH2:9]1)=O)(C)(C)C.CN(C=O)C.[H-].[Na+].[Cl:26][C:27]1[CH:32]=[CH:31][CH:30]=[C:29](F)[C:28]=1[Cl:34].Cl.CCO. (4) Given the product [Cl:31][C:28]1[CH:29]=[CH:30][C:25]([NH:1][CH2:2][C@@H:3]2[C@H:8]([CH3:9])[CH2:7][CH2:6][CH2:5][N:4]2[C:10]([C:12]2[C:17]([N:18]3[N:22]=[CH:21][CH:20]=[N:19]3)=[CH:16][CH:15]=[C:14]([CH3:23])[N:13]=2)=[O:11])=[N:26][CH:27]=1, predict the reactants needed to synthesize it. The reactants are: [NH2:1][CH2:2][C@@H:3]1[C@H:8]([CH3:9])[CH2:7][CH2:6][CH2:5][N:4]1[C:10]([C:12]1[C:17]([N:18]2[N:22]=[CH:21][CH:20]=[N:19]2)=[CH:16][CH:15]=[C:14]([CH3:23])[N:13]=1)=[O:11].Br[C:25]1[CH:30]=[CH:29][C:28]([Cl:31])=[CH:27][N:26]=1. (5) Given the product [CH2:28]([N:14]([CH2:11][CH2:12][CH3:13])[C:15]([C:17]1[CH:18]=[C:19]([CH:24]=[C:25]([C:2]2[S:1][CH:5]=[CH:4][N:3]=2)[CH:26]=1)[C:20]([O:22][CH3:23])=[O:21])=[O:16])[CH2:29][CH3:30], predict the reactants needed to synthesize it. The reactants are: [S:1]1[CH:5]=[CH:4][N:3]=[CH:2]1.C([Li])CCC.[CH2:11]([N:14]([CH2:28][CH2:29][CH3:30])[C:15]([C:17]1[CH:18]=[C:19]([CH:24]=[C:25](I)[CH:26]=1)[C:20]([O:22][CH3:23])=[O:21])=[O:16])[CH2:12][CH3:13]. (6) Given the product [C:51]([O:50][C:49]([NH:48][CH2:47][C@H:44]1[CH2:45][CH2:46][C@H:41]([CH2:40][NH:39][C:37]([C:35]2[C:34]3[C:29](=[CH:30][CH:31]=[CH:32][CH:33]=3)[N:28]=[C:27]([C:24]3[CH:23]=[CH:22][C:21]([CH2:20][NH:19][C:11](=[O:12])[O:13][CH3:14])=[CH:26][CH:25]=3)[CH:36]=2)=[O:38])[CH2:42][CH2:43]1)=[O:55])([CH3:52])([CH3:54])[CH3:53], predict the reactants needed to synthesize it. The reactants are: CCN(C(C)C)C(C)C.Cl[C:11]([O:13][CH3:14])=[O:12].C(O)(=O)C.[NH2:19][CH2:20][C:21]1[CH:26]=[CH:25][C:24]([C:27]2[CH:36]=[C:35]([C:37]([NH:39][CH2:40][C@H:41]3[CH2:46][CH2:45][C@H:44]([CH2:47][NH:48][C:49](=[O:55])[O:50][C:51]([CH3:54])([CH3:53])[CH3:52])[CH2:43][CH2:42]3)=[O:38])[C:34]3[C:29](=[CH:30][CH:31]=[CH:32][CH:33]=3)[N:28]=2)=[CH:23][CH:22]=1. (7) Given the product [Cl:22][C:19]1[CH:18]=[CH:17][C:16]([C:15]2[N:11]([C:8]3[CH:7]=[CH:6][C:5]([S:2]([NH2:1])(=[O:4])=[O:3])=[CH:10][CH:9]=3)[N:12]=[C:13]([CH2:23][OH:24])[CH:14]=2)=[CH:21][CH:20]=1, predict the reactants needed to synthesize it. The reactants are: [NH2:1][S:2]([C:5]1[CH:10]=[CH:9][C:8]([N:11]2[C:15]([C:16]3[CH:21]=[CH:20][C:19]([Cl:22])=[CH:18][CH:17]=3)=[CH:14][C:13]([C:23](O)=[O:24])=[N:12]2)=[CH:7][CH:6]=1)(=[O:4])=[O:3].O1CCCC1.CO. (8) Given the product [N+:20]([C:18]1[CH:17]=[CH:16][C:14]2[N:15]=[C:11]([NH:10][C:1](=[O:8])[C:2]3[CH:7]=[CH:6][CH:5]=[CH:4][CH:3]=3)[O:12][C:13]=2[CH:19]=1)([O-:22])=[O:21], predict the reactants needed to synthesize it. The reactants are: [C:1](Cl)(=[O:8])[C:2]1[CH:7]=[CH:6][CH:5]=[CH:4][CH:3]=1.[NH2:10][C:11]1[O:12][C:13]2[CH:19]=[C:18]([N+:20]([O-:22])=[O:21])[CH:17]=[CH:16][C:14]=2[N:15]=1. (9) Given the product [N:1]1([CH2:9][C:10]2[CH:11]=[C:12]([CH:13]=[CH:14][CH:15]=2)[CH2:16][N:1]2[CH:5]=[CH:4][N:3]=[CH:2]2)[CH:5]=[CH:4][N:3]=[CH:2]1, predict the reactants needed to synthesize it. The reactants are: [NH:1]1[CH:5]=[CH:4][N:3]=[CH:2]1.[OH-].[K+].Br[CH2:9][C:10]1[CH:15]=[CH:14][CH:13]=[C:12]([CH2:16]Br)[CH:11]=1. (10) The reactants are: [CH2:1]([C:8]1[CH:9]=[N:10][C:11]2[C:16]([C:17]=1[C:18]1[CH:19]=[C:20]([OH:24])[CH:21]=[CH:22][CH:23]=1)=[CH:15][CH:14]=[CH:13][C:12]=2[C:25]([F:28])([F:27])[F:26])[C:2]1[CH:7]=[CH:6][CH:5]=[CH:4][CH:3]=1.[C:29]([C:31]1[CH:38]=[CH:37][C:36]([C:39]#[N:40])=[CH:35][C:32]=1[CH2:33]Br)#[N:30]. Given the product [CH2:1]([C:8]1[CH:9]=[N:10][C:11]2[C:16]([C:17]=1[C:18]1[CH:19]=[C:20]([CH:21]=[CH:22][CH:23]=1)[O:24][CH2:33][C:32]1[CH:35]=[C:36]([C:39]#[N:40])[CH:37]=[CH:38][C:31]=1[C:29]#[N:30])=[CH:15][CH:14]=[CH:13][C:12]=2[C:25]([F:28])([F:26])[F:27])[C:2]1[CH:3]=[CH:4][CH:5]=[CH:6][CH:7]=1, predict the reactants needed to synthesize it.